Dataset: Full USPTO retrosynthesis dataset with 1.9M reactions from patents (1976-2016). Task: Predict the reactants needed to synthesize the given product. Given the product [CH2:65]([NH:66][C:9]([N:11]1[CH2:12][CH2:13][CH:14]([C@@H:17]([NH:19][C:20]([C:22]2[CH:23]=[C:24]3[C:28](=[CH:29][CH:30]=2)[N:27]([CH2:31][C:32]2[CH:37]=[CH:36][C:35]([C:38]4[C:39]([C:44]([OH:46])=[O:45])=[CH:40][CH:41]=[CH:42][CH:43]=4)=[CH:34][CH:33]=2)[C:26]([CH3:47])=[C:25]3[CH3:48])=[O:21])[CH3:18])[CH2:15][CH2:16]1)=[O:10])[C:62]1[CH:63]=[CH:64][CH:59]=[CH:60][CH:61]=1, predict the reactants needed to synthesize it. The reactants are: C(O[C:9]([N:11]1[CH2:16][CH2:15][CH:14]([C@@H:17]([NH:19][C:20]([C:22]2[CH:23]=[C:24]3[C:28](=[CH:29][CH:30]=2)[N:27]([CH2:31][C:32]2[CH:37]=[CH:36][C:35]([C:38]4[C:39]([C:44]([OH:46])=[O:45])=[CH:40][CH:41]=[CH:42][CH:43]=4)=[CH:34][CH:33]=2)[C:26]([CH3:47])=[C:25]3[CH3:48])=[O:21])[CH3:18])[CH2:13][CH2:12]1)=[O:10])C1C=CC=CC=1.C(C1C=CC=C([C:59]2[CH:64]=[CH:63][C:62]([CH2:65][N:66]3C4C(=CC(C(=O)N[C@H](C5CCNCC5)C)=CC=4)C(C)=C3C)=[CH:61][CH:60]=2)C=1C(O)=O)(C)(C)C.N1CCCCC1.C(N=C=O)C1C=CC=CC=1.C(N(C(C)C)CC)(C)C.